Dataset: Catalyst prediction with 721,799 reactions and 888 catalyst types from USPTO. Task: Predict which catalyst facilitates the given reaction. (1) Reactant: [Cl:1][C:2]1[CH:3]=[C:4]([CH2:20][CH2:21][OH:22])[CH:5]=[C:6]([Cl:19])[C:7]=1[O:8][C:9]1[N:10]=[N:11][C:12]([Cl:18])=[C:13]([CH:15]([CH3:17])[CH3:16])[CH:14]=1.CC(C)=[O:25].OS(O)(=O)=O.O=[Cr](=O)=O. Product: [Cl:1][C:2]1[CH:3]=[C:4]([CH2:20][C:21]([OH:25])=[O:22])[CH:5]=[C:6]([Cl:19])[C:7]=1[O:8][C:9]1[N:10]=[N:11][C:12]([Cl:18])=[C:13]([CH:15]([CH3:17])[CH3:16])[CH:14]=1. The catalyst class is: 21. (2) Reactant: [F:1][C:2]([F:22])([F:21])[S:3]([NH:6][C:7]1[CH:20]=[CH:19][CH:18]=[CH:17][C:8]=1[CH2:9][N:10]1[CH2:15][CH2:14][CH2:13][O:12][C:11]1=[O:16])(=[O:5])=[O:4].C(=O)([O-])O.[Na+].Cl[C:29]([O:31][CH2:32][CH2:33][CH3:34])=[O:30].O. Product: [CH2:32]([O:31][C:29]([N:6]([C:7]1[CH:20]=[CH:19][CH:18]=[CH:17][C:8]=1[CH2:9][N:10]1[CH2:15][CH2:14][CH2:13][O:12][C:11]1=[O:16])[S:3]([C:2]([F:1])([F:21])[F:22])(=[O:5])=[O:4])=[O:30])[CH2:33][CH3:34]. The catalyst class is: 10. (3) Reactant: Br[CH2:2][C:3]1[CH:4]=[C:5]([CH:10]=[CH:11][CH:12]=1)[C:6]([O:8][CH3:9])=[O:7].[Cl:13][C:14]1[CH:19]=[CH:18][C:17]([Cl:20])=[CH:16][C:15]=1[OH:21].C(=O)([O-])[O-].[K+].[K+].O. Product: [Cl:13][C:14]1[CH:19]=[CH:18][C:17]([Cl:20])=[CH:16][C:15]=1[O:21][CH2:2][C:3]1[CH:4]=[C:5]([CH:10]=[CH:11][CH:12]=1)[C:6]([O:8][CH3:9])=[O:7]. The catalyst class is: 9. (4) Reactant: [Br:1][C:2]1[CH:7]=[C:6]([CH2:8][O:9][CH:10]2[CH2:15][CH2:14][CH2:13][CH2:12][O:11]2)[CH:5]=[C:4]([Br:16])[C:3]=1[CH2:17][C:18]#[N:19].[H-].[Na+].[Cl:22][C:23]1[N:24]=[N:25][C:26](Cl)=[CH:27][C:28]=1[CH:29]([CH3:31])[CH3:30].[Cl-].[Na+].C(=O)(O)[O-].[Na+]. Product: [Cl:22][C:23]1[N:24]=[N:25][C:26]([CH:17]([C:3]2[C:2]([Br:1])=[CH:7][C:6]([CH2:8][O:9][CH:10]3[CH2:15][CH2:14][CH2:13][CH2:12][O:11]3)=[CH:5][C:4]=2[Br:16])[C:18]#[N:19])=[CH:27][C:28]=1[CH:29]([CH3:31])[CH3:30]. The catalyst class is: 35. (5) Reactant: Cl[C:2]1[CH:3]=[CH:4][C:5]2[N:6]([C:8]([N+:11]([O-:13])=[O:12])=[CH:9][N:10]=2)[N:7]=1.[F:14][C:15]1[CH:20]=[CH:19][C:18]([F:21])=[CH:17][C:16]=1[C@H:22]1[CH2:26][CH2:25][CH2:24][NH:23]1.C(O)CCC. Product: [F:14][C:15]1[CH:20]=[CH:19][C:18]([F:21])=[CH:17][C:16]=1[C@H:22]1[CH2:26][CH2:25][CH2:24][N:23]1[C:2]1[CH:3]=[CH:4][C:5]2[N:6]([C:8]([N+:11]([O-:13])=[O:12])=[CH:9][N:10]=2)[N:7]=1. The catalyst class is: 25.